This data is from Forward reaction prediction with 1.9M reactions from USPTO patents (1976-2016). The task is: Predict the product of the given reaction. (1) Given the reactants [C:1]([O:4][C@@H:5]1[C@@H:10]([O:11][C:12](=[O:14])[CH3:13])[C@H:9]([O:15][C:16](=[O:18])[CH3:17])[C@@H:8](O/C(/C(OCC)=O)=C\C2C=CC=CC=2F)[O:7][C@H:6]1[CH2:34][O:35][C:36](=[O:38])[CH3:37])(=[O:3])[CH3:2].[F:39][C:40]1[CH:41]=[C:42]([CH2:46][C:47](=[O:53])[C:48]([O:50][CH2:51][CH3:52])=[O:49])[CH:43]=[CH:44][CH:45]=1.[H-].[Na+].[Br-].C(O[C@@H]1[C@@H](OC(=O)C)[C@H](OC(=O)C)[C@@H](COC(=O)C)O[C@@H]1O)(=O)C, predict the reaction product. The product is: [C:1]([O:4][C@@H:5]1[C@@H:10]([O:11][C:12](=[O:14])[CH3:13])[C@H:9]([O:15][C:16](=[O:18])[CH3:17])[C@@H:8]([O:53]/[C:47](/[C:48]([O:50][CH2:51][CH3:52])=[O:49])=[CH:46]\[C:42]2[CH:43]=[CH:44][CH:45]=[C:40]([F:39])[CH:41]=2)[O:7][C@H:6]1[CH2:34][O:35][C:36](=[O:38])[CH3:37])(=[O:3])[CH3:2]. (2) Given the reactants [C:1]([O:5][C:6]([N:8]1[CH2:12][C@@H:11]([CH2:13][N:14]([CH:31]([CH3:33])[CH3:32])[C:15](=[O:30])[C:16]2[CH:21]=[CH:20][C:19]([O:22][CH3:23])=[C:18]([O:24][CH2:25][CH2:26][CH2:27][O:28][CH3:29])[CH:17]=2)[C@H:10]([CH2:34][N:35]([CH:48]2[CH2:50][CH2:49]2)[C:36](=[O:47])[CH2:37][C:38]2[CH:43]=[CH:42][CH:41]=[C:40]([N+:44]([O-])=O)[CH:39]=2)[CH2:9]1)=[O:7])([CH3:4])([CH3:3])[CH3:2], predict the reaction product. The product is: [C:1]([O:5][C:6]([N:8]1[CH2:12][C@@H:11]([CH2:13][N:14]([CH:31]([CH3:33])[CH3:32])[C:15](=[O:30])[C:16]2[CH:21]=[CH:20][C:19]([O:22][CH3:23])=[C:18]([O:24][CH2:25][CH2:26][CH2:27][O:28][CH3:29])[CH:17]=2)[C@H:10]([CH2:34][N:35]([C:36](=[O:47])[CH2:37][C:38]2[CH:43]=[CH:42][CH:41]=[C:40]([NH2:44])[CH:39]=2)[CH:48]2[CH2:49][CH2:50]2)[CH2:9]1)=[O:7])([CH3:3])([CH3:4])[CH3:2]. (3) Given the reactants CC(O)C.[Cl-:5].[Ca+2].[Cl-].[CH3:8][N:9]([CH2:11][CH2:12][O:13][C:14]1[CH:15]=[CH:16][C:17]([CH2:20][NH:21][C:22]([C:24]2[CH:25]=[CH:26][C:27]([O:32][CH3:33])=[C:28]([O:30][CH3:31])[CH:29]=2)=[O:23])=[CH:18][CH:19]=1)[CH3:10].C, predict the reaction product. The product is: [CH3:10][N:9]([CH2:11][CH2:12][O:13][C:14]1[CH:19]=[CH:18][C:17]([CH2:20][NH:21][C:22]([C:24]2[CH:25]=[CH:26][C:27]([O:32][CH3:33])=[C:28]([O:30][CH3:31])[CH:29]=2)=[O:23])=[CH:16][CH:15]=1)[CH3:8].[ClH:5]. (4) The product is: [O:10]1[CH:11]([C:20]2[NH:1][C:2]3=[N:3][CH:4]=[C:5]([C:34]4[CH:33]=[N:38][NH:39][CH:35]=4)[CH:6]=[C:7]3[N:8]=2)[CH2:12][O:13][C:14]2[CH:19]=[CH:18][CH:17]=[CH:16][C:15]1=2. Given the reactants [NH2:1][C:2]1[C:7]([NH2:8])=[CH:6][C:5](Br)=[CH:4][N:3]=1.[O:10]1[C:15]2[CH:16]=[CH:17][CH:18]=[CH:19][C:14]=2[O:13][CH2:12][CH:11]1[C:20](O)=O.CN(C(ON1[N:39]=[N:38][C:33]2[CH:34]=[CH:35]C=NC1=2)=[N+](C)C)C.F[P-](F)(F)(F)(F)F.CCN(C(C)C)C(C)C.C(N1C=C(B2OC(C)(C)C(C)(C)O2)C=N1)(OC(C)(C)C)=O.C([O-])([O-])=O.[Na+].[Na+], predict the reaction product. (5) Given the reactants [ClH:1].Cl.[CH2:3]([C:7]1[N:8]=[N:9][C:10]([O:26][CH:27]2[CH2:32][CH2:31][NH:30][CH2:29][CH2:28]2)=[CH:11][C:12]=1[C:13]1[CH:18]=[CH:17][C:16]([O:19][CH:20]2[CH2:25][CH2:24][CH2:23][CH2:22][CH2:21]2)=[CH:15][CH:14]=1)[CH2:4][CH2:5][CH3:6].Br[CH2:34][CH2:35][OH:36].C(=O)([O-])[O-].[K+].[K+].Cl, predict the reaction product. The product is: [ClH:1].[ClH:1].[CH2:3]([C:7]1[N:8]=[N:9][C:10]([O:26][CH:27]2[CH2:32][CH2:31][N:30]([CH2:34][CH2:35][OH:36])[CH2:29][CH2:28]2)=[CH:11][C:12]=1[C:13]1[CH:14]=[CH:15][C:16]([O:19][CH:20]2[CH2:25][CH2:24][CH2:23][CH2:22][CH2:21]2)=[CH:17][CH:18]=1)[CH2:4][CH2:5][CH3:6]. (6) Given the reactants [CH3:1][O:2][CH2:3][C@H:4]([CH3:7])[CH2:5][OH:6].[H-].[Na+].[Br:10][C:11]1[CH:16]=[CH:15][C:14]([CH2:17]Cl)=[CH:13][CH:12]=1, predict the reaction product. The product is: [Br:10][C:11]1[CH:16]=[CH:15][C:14]([CH2:17][O:6][CH2:5][C@@H:4]([CH3:7])[CH2:3][O:2][CH3:1])=[CH:13][CH:12]=1.